From a dataset of Peptide-MHC class I binding affinity with 185,985 pairs from IEDB/IMGT. Regression. Given a peptide amino acid sequence and an MHC pseudo amino acid sequence, predict their binding affinity value. This is MHC class I binding data. (1) The peptide sequence is VLMVDSFDPV. The MHC is HLA-A02:02 with pseudo-sequence HLA-A02:02. The binding affinity (normalized) is 0.760. (2) The peptide sequence is KSHNVSLIW. The MHC is HLA-B27:05 with pseudo-sequence HLA-B27:05. The binding affinity (normalized) is 0.0847. (3) The peptide sequence is LMPLARFWL. The MHC is HLA-B07:02 with pseudo-sequence HLA-B07:02. The binding affinity (normalized) is 0.258. (4) The peptide sequence is KTTLFHTFK. The MHC is HLA-A68:01 with pseudo-sequence HLA-A68:01. The binding affinity (normalized) is 0.933. (5) The peptide sequence is TLYCVHQGI. The MHC is HLA-B07:02 with pseudo-sequence HLA-B07:02. The binding affinity (normalized) is 0. (6) The peptide sequence is NSSKVSQNY. The MHC is HLA-A02:03 with pseudo-sequence HLA-A02:03. The binding affinity (normalized) is 0. (7) The peptide sequence is DFDGTPRLY. The MHC is HLA-A31:01 with pseudo-sequence HLA-A31:01. The binding affinity (normalized) is 0.0847. (8) The peptide sequence is MTTSMTMSY. The MHC is BoLA-T2a with pseudo-sequence BoLA-T2a. The binding affinity (normalized) is 0.0641. (9) The peptide sequence is ERNPYENIL. The MHC is HLA-B35:01 with pseudo-sequence HLA-B35:01. The binding affinity (normalized) is 0.0847.